Dataset: NCI-60 drug combinations with 297,098 pairs across 59 cell lines. Task: Regression. Given two drug SMILES strings and cell line genomic features, predict the synergy score measuring deviation from expected non-interaction effect. Drug 1: CC1=C(C(CCC1)(C)C)C=CC(=CC=CC(=CC(=O)O)C)C. Drug 2: CC1=C(C=C(C=C1)NC(=O)C2=CC=C(C=C2)CN3CCN(CC3)C)NC4=NC=CC(=N4)C5=CN=CC=C5. Cell line: BT-549. Synergy scores: CSS=-4.34, Synergy_ZIP=2.96, Synergy_Bliss=0.877, Synergy_Loewe=-1.60, Synergy_HSA=-3.21.